This data is from Forward reaction prediction with 1.9M reactions from USPTO patents (1976-2016). The task is: Predict the product of the given reaction. (1) The product is: [F:20][C:17]1[S:16][C:15]([C:13]2[N:14]=[C:9]([O:24][C:25]3[CH:26]=[CH:27][C:28]([CH2:31][C:32]([O:34][CH3:35])=[O:33])=[CH:29][CH:30]=3)[C:10]3[CH2:23][S:22][CH2:21][C:11]=3[N:12]=2)=[CH:19][CH:18]=1. Given the reactants [Cl-].N1C=CC=NC=1.Cl[C:9]1[C:10]2[CH2:23][S:22][CH2:21][C:11]=2[N:12]=[C:13]([C:15]2[S:16][C:17]([F:20])=[CH:18][CH:19]=2)[N:14]=1.[OH:24][C:25]1[CH:30]=[CH:29][C:28]([CH2:31][C:32]([O:34][CH3:35])=[O:33])=[CH:27][CH:26]=1.C(=O)([O-])[O-].[K+].[K+], predict the reaction product. (2) Given the reactants [O:1]=[C:2]1[CH2:7][C:6](=[O:8])[CH2:5][CH2:4][N:3]1C(OC(C)(C)C)=O.[Li+].C[Si]([N-][Si](C)(C)C)(C)C.Br[CH2:27][CH2:28][CH2:29][O:30][CH2:31][C:32]1[CH:37]=[CH:36][CH:35]=[CH:34][CH:33]=1.OS([O-])(=O)=O.[K+], predict the reaction product. The product is: [CH2:31]([O:30][CH2:29][CH2:28][CH2:27][CH:5]1[CH2:4][NH:3][C:2](=[O:1])[CH2:7][C:6]1=[O:8])[C:32]1[CH:37]=[CH:36][CH:35]=[CH:34][CH:33]=1. (3) The product is: [NH2:36][CH2:10][CH:9]([OH:12])[CH2:8][O:7][C:6]1[CH:13]=[C:2]([Cl:1])[C:3]([C:15]2[S:16][C:17]([C:20]3[N:21]=[C:22]4[C:27]([Cl:28])=[CH:26][C:25]([C:29]([F:31])([F:30])[F:32])=[CH:24][N:23]4[CH:33]=3)=[N:18][N:19]=2)=[CH:4][C:5]=1[F:14]. Given the reactants [Cl:1][C:2]1[C:3]([C:15]2[S:16][C:17]([C:20]3[N:21]=[C:22]4[C:27]([Cl:28])=[CH:26][C:25]([C:29]([F:32])([F:31])[F:30])=[CH:24][N:23]4[CH:33]=3)=[N:18][N:19]=2)=[CH:4][C:5]([F:14])=[C:6]([CH:13]=1)[O:7][CH2:8][CH:9]([OH:12])[CH2:10]O.CC[N:36](C(C)C)C(C)C.CS(Cl)(=O)=O, predict the reaction product. (4) The product is: [Cl:8][C:9]1[CH:17]=[CH:16][C:12]([C:13]2[N:15]=[C:4]([O:5][C:24]3[CH:23]=[CH:22][CH:21]=[C:20]([C:19]([F:28])([F:27])[F:18])[CH:25]=3)[CH:3]=[CH:2][N:14]=2)=[CH:11][CH:10]=1. Given the reactants Cl[C:2](Cl)=[CH:3][CH:4]=[O:5].Cl.[Cl:8][C:9]1[CH:17]=[CH:16][C:12]([C:13]([NH2:15])=[NH:14])=[CH:11][CH:10]=1.[F:18][C:19]([F:28])([F:27])[C:20]1[CH:21]=[C:22](O)[CH:23]=[CH:24][CH:25]=1.C(=O)([O-])[O-].[K+].[K+], predict the reaction product.